This data is from Catalyst prediction with 721,799 reactions and 888 catalyst types from USPTO. The task is: Predict which catalyst facilitates the given reaction. (1) Reactant: [Br:1][C:2]1[CH:3]=[C:4]([C:9]2[CH:14]=[CH:13][CH:12]=[CH:11][CH:10]=2)[CH:5]=[C:6](I)[CH:7]=1.[C:15]1([N:21]2C3C=CC(B(O)O)=CC=3[C:27]3[C:22]2=[CH:23][CH:24]=[CH:25][CH:26]=3)[CH:20]=[CH:19][CH:18]=[CH:17][CH:16]=1.C([O-])([O-])=O.[K+].[K+]. Product: [Br:1][C:2]1[CH:3]=[C:4]([C:9]2[CH:14]=[CH:13][C:12]3[N:21]([C:22]4[CH:27]=[CH:26][CH:25]=[CH:24][CH:23]=4)[C:15]4[C:16]([C:11]=3[CH:10]=2)=[CH:17][CH:18]=[CH:19][CH:20]=4)[CH:5]=[C:6]([C:2]2[CH:3]=[CH:4][CH:5]=[CH:6][CH:7]=2)[CH:7]=1. The catalyst class is: 222. (2) Reactant: Cl.[C:2]1([C:8]2[CH:9]=[C:10]3[C:14](=[C:15]([C:17]([NH2:19])=[O:18])[CH:16]=2)[NH:13][N:12]=[C:11]3[CH:20]2[CH2:25][CH2:24][NH:23][CH2:22][CH2:21]2)[CH:7]=[CH:6][CH:5]=[CH:4][CH:3]=1.C(N(CC)CC)C.[CH2:33]([S:35](Cl)(=[O:37])=[O:36])[CH3:34]. Product: [CH2:33]([S:35]([N:23]1[CH2:24][CH2:25][CH:20]([C:11]2[C:10]3[C:14](=[C:15]([C:17]([NH2:19])=[O:18])[CH:16]=[C:8]([C:2]4[CH:3]=[CH:4][CH:5]=[CH:6][CH:7]=4)[CH:9]=3)[NH:13][N:12]=2)[CH2:21][CH2:22]1)(=[O:37])=[O:36])[CH3:34]. The catalyst class is: 239. (3) Reactant: [NH2:1][C:2]1[CH:11]=[C:10]2[C:5]([CH:6]=[CH:7][CH:8]=[C:9]2[N:12]2[CH2:17][CH2:16][N:15]([CH3:18])[CH2:14][CH2:13]2)=[CH:4][CH:3]=1.C(N(CC)CC)C.[C:26](Cl)(=[O:28])[CH3:27].CO.C(OCC)(=O)C. Product: [C:26]([NH:1][C:2]1[CH:11]=[C:10]2[C:5]([CH:6]=[CH:7][CH:8]=[C:9]2[N:12]2[CH2:17][CH2:16][N:15]([CH3:18])[CH2:14][CH2:13]2)=[CH:4][CH:3]=1)(=[O:28])[CH3:27]. The catalyst class is: 10. (4) Reactant: [C:1]([C:5]1[CH:9]=[C:8]([NH:10][C:11]([O:13]C2C=CC=CC=2)=O)[N:7]([CH2:20][C:21]([O:23][CH2:24][CH3:25])=[O:22])[N:6]=1)([CH3:4])([CH3:3])[CH3:2].[CH3:26][O:27][C:28]1[CH:29]=[C:30]2[C:35](=[CH:36][C:37]=1[O:38][CH2:39][CH2:40][O:41][CH3:42])[N:34]=[CH:33][N:32]=[C:31]2[S:43][C:44]1[CH:45]=[C:46]([CH:48]=[CH:49][CH:50]=1)[NH2:47].C(N(CC)C(C)C)(C)C. Product: [C:1]([C:5]1[CH:9]=[C:8]([NH:10][C:11]([NH:47][C:46]2[CH:48]=[CH:49][CH:50]=[C:44]([S:43][C:31]3[C:30]4[C:35](=[CH:36][C:37]([O:38][CH2:39][CH2:40][O:41][CH3:42])=[C:28]([O:27][CH3:26])[CH:29]=4)[N:34]=[CH:33][N:32]=3)[CH:45]=2)=[O:13])[N:7]([CH2:20][C:21]([O:23][CH2:24][CH3:25])=[O:22])[N:6]=1)([CH3:2])([CH3:3])[CH3:4]. The catalyst class is: 1.